Dataset: Forward reaction prediction with 1.9M reactions from USPTO patents (1976-2016). Task: Predict the product of the given reaction. (1) Given the reactants [CH2:1]([C:5]1[O:6][C:7]2[CH:22]=[CH:21][CH:20]=[CH:19][C:8]=2[C:9]=1[CH:10](O)[C:11]1[CH:16]=[CH:15][C:14]([OH:17])=[CH:13][CH:12]=1)[CH2:2][CH2:3][CH3:4].C([SiH](CC)CC)C, predict the reaction product. The product is: [CH2:1]([C:5]1[O:6][C:7]2[CH:22]=[CH:21][CH:20]=[CH:19][C:8]=2[C:9]=1[CH2:10][C:11]1[CH:12]=[CH:13][C:14]([OH:17])=[CH:15][CH:16]=1)[CH2:2][CH2:3][CH3:4]. (2) The product is: [Cl:1][C:2]1[CH:3]=[CH:4][C:5]([C:8]2[CH:12]=[C:11]([CH2:13][CH2:14][CH2:15][N:28]3[CH2:27][CH2:26][N:25]([C:20]4[CH:21]=[CH:22][CH:23]=[CH:24][C:19]=4[O:18][CH3:17])[CH2:30][CH2:29]3)[O:10][N:9]=2)=[CH:6][CH:7]=1. Given the reactants [Cl:1][C:2]1[CH:7]=[CH:6][C:5]([C:8]2[CH:12]=[C:11]([CH2:13][CH2:14][CH:15]=O)[O:10][N:9]=2)=[CH:4][CH:3]=1.[CH3:17][O:18][C:19]1[CH:24]=[CH:23][CH:22]=[CH:21][C:20]=1[N:25]1[CH2:30][CH2:29][NH:28][CH2:27][CH2:26]1.[BH-](OC(C)=O)(OC(C)=O)OC(C)=O.[Na+], predict the reaction product. (3) Given the reactants Br[C:2]1[CH:3]=[CH:4][C:5]([OH:10])=[C:6]([CH:9]=1)[CH:7]=[O:8].CC([O-])=O.[K+].[CH3:16][C:17]1([CH3:33])[C:21]([CH3:23])([CH3:22])[O:20][B:19]([B:19]2[O:20][C:21]([CH3:23])([CH3:22])[C:17]([CH3:33])([CH3:16])[O:18]2)[O:18]1, predict the reaction product. The product is: [OH:10][C:5]1[CH:4]=[CH:3][C:2]([B:19]2[O:20][C:21]([CH3:23])([CH3:22])[C:17]([CH3:33])([CH3:16])[O:18]2)=[CH:9][C:6]=1[CH:7]=[O:8]. (4) Given the reactants [Si]([C:5]([F:8])([F:7])[F:6])(C)(C)C.[Cl:9][C:10]1[CH:11]=[C:12]([CH:15]=[CH:16][N:17]=1)[CH:13]=[O:14].CCCC[N+](CCCC)(CCCC)CCCC.[F-], predict the reaction product. The product is: [Cl:9][C:10]1[CH:11]=[C:12]([CH:13]([OH:14])[C:5]([F:8])([F:7])[F:6])[CH:15]=[CH:16][N:17]=1. (5) Given the reactants [CH:1]1[C:10]2[C:5](=[CH:6][CH:7]=[CH:8][CH:9]=2)[CH:4]=[CH:3][C:2]=1[O:11][C:12]1[CH:20]=[CH:19][C:15]([C:16](O)=[O:17])=[CH:14][CH:13]=1.C(Cl)(=O)C(Cl)=O.[NH2:27][C:28]1[CH:33]=[CH:32][CH:31]=[CH:30][CH:29]=1.C(N(CC)CC)C, predict the reaction product. The product is: [C:28]1([NH:27][C:16](=[O:17])[C:15]2[CH:19]=[CH:20][C:12]([O:11][C:2]3[CH:3]=[CH:4][C:5]4[C:10](=[CH:9][CH:8]=[CH:7][CH:6]=4)[CH:1]=3)=[CH:13][CH:14]=2)[CH:33]=[CH:32][CH:31]=[CH:30][CH:29]=1. (6) Given the reactants [C:1]1(CC[C@H](C2C=CC=C(OCCCC(=O)NOC(C)(C)C)C=2)O)[CH:6]=CC=C[CH:2]=1.[O:29]=[C:30]([N:38]1[CH2:43][CH2:42][CH2:41][CH2:40][C@H:39]1[C:44]([OH:46])=[O:45])[C:31](=[O:37])[C:32]([CH3:36])([CH3:35])[CH2:33][CH3:34].C1(N=C=NC2CCCCC2)CCCCC1, predict the reaction product. The product is: [CH3:36][C:32]([CH3:35])([CH2:33][CH3:34])[C:31](=[O:37])[C:30]([N:38]1[CH2:43][CH2:42][CH2:41][CH2:40][C@H:39]1[C:44]([O:46][CH2:2][CH2:1][CH3:6])=[O:45])=[O:29]. (7) The product is: [CH2:1]([N:5]1[C:13]2[C:12](=[O:14])[N:11]([CH3:15])[C:10]([C:30]#[N:31])=[N:9][C:8]=2[N:7]=[C:6]1[N:17]1[CH2:22][CH2:21][N:20]([C:23]([O:25][C:26]([CH3:29])([CH3:28])[CH3:27])=[O:24])[CH2:19][CH2:18]1)[C:2]#[C:3][CH3:4]. Given the reactants [CH2:1]([N:5]1[C:13]2[C:12](=[O:14])[N:11]([CH3:15])[C:10](Cl)=[N:9][C:8]=2[N:7]=[C:6]1[N:17]1[CH2:22][CH2:21][N:20]([C:23]([O:25][C:26]([CH3:29])([CH3:28])[CH3:27])=[O:24])[CH2:19][CH2:18]1)[C:2]#[C:3][CH3:4].[C-:30]#[N:31].[Na+].O, predict the reaction product. (8) Given the reactants [F:1][C:2]1[C:7](I)=[CH:6][C:5]([CH3:9])=[CH:4][N:3]=1.[Br:10][C:11]1[CH:16]=[CH:15][C:14]([O:17][CH3:18])=[CH:13][C:12]=1B(O)O.C([O-])([O-])=O.[Na+].[Na+], predict the reaction product. The product is: [Br:10][C:11]1[CH:16]=[CH:15][C:14]([O:17][CH3:18])=[CH:13][C:12]=1[C:7]1[C:2]([F:1])=[N:3][CH:4]=[C:5]([CH3:9])[CH:6]=1. (9) Given the reactants C(SC1C=C2C(=CC=1)N(C1C=C(Cl)C(Br)=CC=1[O:27]C)C(=O)C=C2)C1C=CC=CC=1.ClN1C(C)(C)C(=O)N(Cl)C1=O.C([S:48]([C:50]1[CH:51]=[C:52]2[C:57](=[CH:58][CH:59]=1)[N:56]([C:60]1[CH:65]=[C:64]([Cl:66])[C:63]([Br:67])=[CH:62][C:61]=1[O:68][CH3:69])[C:55](=[O:70])[CH:54]=[CH:53]2)=[O:49])C1C=CC=CC=1.S(Cl)(Cl)(=O)=O.[F:76][C:77]1[C:82]([F:83])=[C:81]([F:84])[C:80]([F:85])=[C:79]([F:86])[C:78]=1[OH:87], predict the reaction product. The product is: [Br:67][C:63]1[C:64]([Cl:66])=[CH:65][C:60]([N:56]2[C:57]3[C:52](=[CH:51][C:50]([S:48]([O:87][C:78]4[C:77]([F:76])=[C:82]([F:83])[C:81]([F:84])=[C:80]([F:85])[C:79]=4[F:86])(=[O:27])=[O:49])=[CH:59][CH:58]=3)[CH:53]=[CH:54][C:55]2=[O:70])=[C:61]([O:68][CH3:69])[CH:62]=1. (10) Given the reactants O1[C:5]2([CH2:10][CH2:9][CH:8]([C:11]3[CH:16]=[C:15]([NH2:17])[N:14]4[N:18]=[CH:19][CH:20]=[C:13]4[N:12]=3)[CH2:7][CH2:6]2)[O:4]CC1.CCO.O.Cl, predict the reaction product. The product is: [NH2:17][C:15]1[N:14]2[N:18]=[CH:19][CH:20]=[C:13]2[N:12]=[C:11]([CH:8]2[CH2:7][CH2:6][C:5](=[O:4])[CH2:10][CH2:9]2)[CH:16]=1.